From a dataset of NCI-60 drug combinations with 297,098 pairs across 59 cell lines. Regression. Given two drug SMILES strings and cell line genomic features, predict the synergy score measuring deviation from expected non-interaction effect. Drug 2: CC1CCC2CC(C(=CC=CC=CC(CC(C(=O)C(C(C(=CC(C(=O)CC(OC(=O)C3CCCCN3C(=O)C(=O)C1(O2)O)C(C)CC4CCC(C(C4)OC)OCCO)C)C)O)OC)C)C)C)OC. Drug 1: CC1C(C(CC(O1)OC2CC(CC3=C2C(=C4C(=C3O)C(=O)C5=C(C4=O)C(=CC=C5)OC)O)(C(=O)C)O)N)O.Cl. Synergy scores: CSS=23.2, Synergy_ZIP=-2.71, Synergy_Bliss=4.56, Synergy_Loewe=5.52, Synergy_HSA=6.39. Cell line: NCI-H226.